From a dataset of Full USPTO retrosynthesis dataset with 1.9M reactions from patents (1976-2016). Predict the reactants needed to synthesize the given product. (1) The reactants are: C([O:8][C:9](=[O:34])[CH:10]([NH:15][CH:16]([C:30]([O:32]C)=[O:31])[CH2:17][C:18]1[CH:22]=[CH:21][N:20]([CH2:23][C:24]2[CH:29]=[CH:28][CH:27]=[CH:26][CH:25]=2)[N:19]=1)[CH2:11][CH:12]([CH3:14])[CH3:13])C1C=CC=CC=1.[OH-].[Na+]. Given the product [CH2:23]([N:20]1[CH:21]=[CH:22][C:18]([CH2:17][C@H:16]([NH:15][C@@H:10]([CH2:11][CH:12]([CH3:14])[CH3:13])[C:9]([OH:34])=[O:8])[C:30]([OH:32])=[O:31])=[N:19]1)[C:24]1[CH:25]=[CH:26][CH:27]=[CH:28][CH:29]=1.[CH2:23]([N:20]1[CH:21]=[CH:22][C:18]([CH2:17][C@@H:16]([NH:15][C@@H:10]([CH2:11][CH:12]([CH3:14])[CH3:13])[C:9]([OH:34])=[O:8])[C:30]([OH:32])=[O:31])=[N:19]1)[C:24]1[CH:25]=[CH:26][CH:27]=[CH:28][CH:29]=1, predict the reactants needed to synthesize it. (2) Given the product [CH:23]1([C:26]2[N:30]([C:31]([O:33][C:34]([CH3:36])([CH3:37])[CH3:35])=[O:32])[C:29]3[CH:38]=[C:39]([C:46]4[C:47]([CH3:52])=[N:48][O:49][C:50]=4[CH3:51])[CH:40]=[C:41]([C:42]([C:20]4[N:19]=[N:18][C:17]([CH3:16])=[CH:22][CH:21]=4)=[O:44])[C:28]=3[N:27]=2)[CH2:25][CH2:24]1, predict the reactants needed to synthesize it. The reactants are: CC1CCCN(C)C1(C)C.[Li]CCCC.[CH3:16][C:17]1[N:18]=[N:19][CH:20]=[CH:21][CH:22]=1.[CH:23]1([C:26]2[N:30]([C:31]([O:33][C:34]([CH3:37])([CH3:36])[CH3:35])=[O:32])[C:29]3[CH:38]=[C:39]([C:46]4[C:47]([CH3:52])=[N:48][O:49][C:50]=4[CH3:51])[CH:40]=[C:41]([C:42]([O:44]C)=O)[C:28]=3[N:27]=2)[CH2:25][CH2:24]1. (3) Given the product [Cl:16][C:11]([C:8]1[N:7]=[CH:6][C:5]([C:3]([O:2][CH3:1])=[O:4])=[CH:10][N:9]=1)=[O:13], predict the reactants needed to synthesize it. The reactants are: [CH3:1][O:2][C:3]([C:5]1[CH:6]=[N:7][C:8]([C:11]([OH:13])=O)=[N:9][CH:10]=1)=[O:4].S(Cl)([Cl:16])=O. (4) Given the product [CH2:24]([N:26]1[CH:30]=[CH:29][C:28]([NH:31][C:32](=[O:46])[C:33]2[CH:38]=[C:37]([O:39][C@@H:40]([CH3:44])[CH2:41][O:42][CH3:43])[CH:36]=[C:35]([O:45][C:14]3[CH:15]=[CH:16][C:11]4[C:10](=[O:20])[N:9]([CH3:21])[CH2:8][CH2:7][O:6][C:12]=4[C:13]=3[F:18])[CH:34]=2)=[N:27]1)[CH3:25], predict the reactants needed to synthesize it. The reactants are: CC([Si](C)(C)[O:6][CH2:7][CH2:8][N:9]([CH3:21])[C:10](=[O:20])[C:11]1[CH:16]=[CH:15][C:14](F)=[C:13]([F:18])[C:12]=1F)(C)C.[CH2:24]([N:26]1[CH:30]=[CH:29][C:28]([NH:31][C:32](=[O:46])[C:33]2[CH:38]=[C:37]([O:39][C@@H:40]([CH3:44])[CH2:41][O:42][CH3:43])[CH:36]=[C:35]([OH:45])[CH:34]=2)=[N:27]1)[CH3:25].C(=O)([O-])[O-].[K+].[K+].O. (5) Given the product [OH:37][C:38]1[C:43](=[O:44])[N:42]=[C:41]([CH2:45][C:46]2([N:51]3[C:55]4=[N:56][CH:57]=[CH:58][CH:59]=[C:54]4[CH:53]=[CH:52]3)[CH2:47][CH2:48][CH2:49][CH2:50]2)[N:40]2[CH2:60][CH2:61][N:62]([CH:65]3[CH2:66][O:67][CH2:68]3)[C:63](=[O:64])[C:39]=12, predict the reactants needed to synthesize it. The reactants are: OC1C(=O)N=C(CC2(N3C4=NC=CC=C4C=C3)CCCC2)N2CCN(C)C(=O)C=12.C([O:37][C:38]1[C:43](=[O:44])[N:42]=[C:41]([CH2:45][C:46]2([N:51]3[C:55]4=[N:56][CH:57]=[CH:58][CH:59]=[C:54]4[CH:53]=[CH:52]3)[CH2:50][CH2:49][CH2:48][CH2:47]2)[N:40]2[CH2:60][CH2:61][N:62]([CH:65]3[CH2:68][O:67][CH2:66]3)[C:63](=[O:64])[C:39]=12)C1C=CC=CC=1. (6) Given the product [CH3:25][C:2]1([CH3:1])[C:6]([C:7]2[CH:8]=[C:9]([C:10]([O:12][CH3:13])=[O:11])[CH:14]=[CH:15][C:16]=2[C:31]2[CH:32]=[C:27]([F:26])[CH:28]=[CH:29][C:30]=2[F:33])=[CH:5][CH2:4][CH2:3]1, predict the reactants needed to synthesize it. The reactants are: [CH3:1][C:2]1([CH3:25])[C:6]([C:7]2[CH:8]=[C:9]([CH:14]=[CH:15][C:16]=2OS(C(F)(F)F)(=O)=O)[C:10]([O:12][CH3:13])=[O:11])=[CH:5][CH2:4][CH2:3]1.[F:26][C:27]1[CH:32]=[CH:31][C:30]([F:33])=[CH:29][C:28]=1B(O)O.C(=O)([O-])[O-].[K+].[K+]. (7) The reactants are: [CH3:1][CH:2]([NH:12][C:13]([CH3:16])([CH3:15])[CH3:14])[C:3]([C:5]1[CH:6]=[CH:7][CH:8]=[C:9]([Cl:11])[CH:10]=1)=[O:4].Br.C([O-])(=O)C.P([O-])([O-])([O-])=O.CC(NC(C)(C)C)C(C1C=CC=C(Cl)C=1)=O.Cl. Given the product [CH3:1][CH:2]([NH:12][C:13]([CH3:14])([CH3:16])[CH3:15])[C:3]([C:5]1[CH:6]=[CH:7][CH:8]=[C:9]([Cl:11])[CH:10]=1)=[O:4], predict the reactants needed to synthesize it. (8) Given the product [Br:6][C:7]1[CH:8]=[C:9]2[C:13](=[CH:14][C:15]=1[Cl:16])[NH:12][CH:11]=[C:10]2[CH:23]=[O:24], predict the reactants needed to synthesize it. The reactants are: P(Cl)(Cl)(Cl)=O.[Br:6][C:7]1[CH:8]=[C:9]2[C:13](=[CH:14][C:15]=1[Cl:16])[NH:12][CH:11]=[CH:10]2.[OH-].[Na+].O.CN([CH:23]=[O:24])C. (9) Given the product [CH2:1]([N:8]1[CH2:9][CH2:10][CH:11]([N:14]([CH3:36])[C:15](=[O:35])[CH:16]([O:18][C:19]2[N:24]=[C:23]([CH3:25])[C:22]([N:26]([CH3:37])[C:27](=[O:33])[O:28][C:29]([CH3:31])([CH3:32])[CH3:30])=[C:21]([CH3:34])[N:20]=2)[CH3:17])[CH2:12][CH2:13]1)[C:2]1[CH:3]=[CH:4][CH:5]=[CH:6][CH:7]=1, predict the reactants needed to synthesize it. The reactants are: [CH2:1]([N:8]1[CH2:13][CH2:12][CH:11]([N:14]([CH3:36])[C:15](=[O:35])[CH:16]([O:18][C:19]2[N:24]=[C:23]([CH3:25])[C:22]([NH:26][C:27](=[O:33])[O:28][C:29]([CH3:32])([CH3:31])[CH3:30])=[C:21]([CH3:34])[N:20]=2)[CH3:17])[CH2:10][CH2:9]1)[C:2]1[CH:7]=[CH:6][CH:5]=[CH:4][CH:3]=1.[CH3:37][Si]([N-][Si](C)(C)C)(C)C.[K+].CI.[Cl-].[NH4+]. (10) Given the product [NH:15]1[C:23]2[C:18](=[CH:19][C:20]([NH:24][C:25]3[CH:37]=[C:36]([C:38]4[CH:39]=[CH:40][CH:41]=[CH:42][CH:43]=4)[CH:35]=[CH:34][C:26]=3[C:27]([OH:29])=[O:28])=[CH:21][CH:22]=2)[CH:17]=[CH:16]1, predict the reactants needed to synthesize it. The reactants are: FC(F)(F)C(O)=O.C(OC([N:15]1[C:23]2[C:18](=[CH:19][C:20]([NH:24][C:25]3[CH:37]=[C:36]([C:38]4[CH:43]=[CH:42][CH:41]=[CH:40][CH:39]=4)[CH:35]=[CH:34][C:26]=3[C:27]([O:29]C(C)(C)C)=[O:28])=[CH:21][CH:22]=2)[CH:17]=[CH:16]1)=O)(C)(C)C.